Dataset: Forward reaction prediction with 1.9M reactions from USPTO patents (1976-2016). Task: Predict the product of the given reaction. (1) Given the reactants [F:1][C:2]([F:18])([F:17])[CH2:3][NH:4][CH2:5][C:6]1[NH:7][C:8](=[O:16])[C:9]2[CH2:15][O:14][CH2:13][CH2:12][C:10]=2[N:11]=1.[F:19][C:20]1[CH:37]=[CH:36][C:23]([C:24]([CH:26]2[CH2:31][CH2:30][N:29]([CH2:32][C:33](O)=[O:34])[CH2:28][CH2:27]2)=[O:25])=[CH:22][CH:21]=1.CC#N.O, predict the reaction product. The product is: [F:19][C:20]1[CH:21]=[CH:22][C:23]([C:24]([CH:26]2[CH2:27][CH2:28][N:29]([CH2:32][C:33]([N:4]([CH2:5][C:6]3[NH:7][C:8](=[O:16])[C:9]4[CH2:15][O:14][CH2:13][CH2:12][C:10]=4[N:11]=3)[CH2:3][C:2]([F:1])([F:17])[F:18])=[O:34])[CH2:30][CH2:31]2)=[O:25])=[CH:36][CH:37]=1. (2) Given the reactants [H-].[Al+3].[Li+].[H-].[H-].[H-].[C:7]([O:11][C:12](=[O:18])[NH:13][CH:14]([CH3:17])[CH2:15][OH:16])([CH3:10])([CH3:9])[CH3:8].[C:19](O[C:19]([O:21][C:22]([CH3:25])([CH3:24])[CH3:23])=[O:20])([O:21][C:22]([CH3:25])([CH3:24])[CH3:23])=[O:20].[CH3:34]COC(C)=O, predict the reaction product. The product is: [C:19](=[O:20])([O:21][C:22]([CH3:25])([CH3:24])[CH3:23])[O:16][CH2:15][C@@H:14]([N:13]([C:12]([O:11][C:7]([CH3:10])([CH3:8])[CH3:9])=[O:18])[CH3:34])[CH3:17]. (3) Given the reactants C[Si](C)(C)[C:3]#[C:4][C:5]1[CH:6]=[C:7]([OH:11])[CH:8]=[CH:9][CH:10]=1.[N:14]([C:17]1[CH:18]=[C:19]([OH:23])[CH:20]=[CH:21][CH:22]=1)=[N+:15]=[N-:16].N1C=CC=CC=1C1C=CC=CN=1, predict the reaction product. The product is: [OH:23][C:19]1[CH:18]=[C:17]([N:14]2[CH:3]=[C:4]([C:5]3[CH:10]=[CH:9][CH:8]=[C:7]([OH:11])[CH:6]=3)[N:16]=[N:15]2)[CH:22]=[CH:21][CH:20]=1. (4) Given the reactants [CH3:1][NH:2][CH3:3].O1CCCC1.[F:9][C:10]1[CH:18]=[CH:17][C:16]([I:19])=[CH:15][C:11]=1[C:12](Cl)=[O:13], predict the reaction product. The product is: [F:9][C:10]1[CH:18]=[CH:17][C:16]([I:19])=[CH:15][C:11]=1[C:12]([N:2]([CH3:3])[CH3:1])=[O:13].